Dataset: Forward reaction prediction with 1.9M reactions from USPTO patents (1976-2016). Task: Predict the product of the given reaction. (1) Given the reactants [CH:1]1([CH2:7][CH2:8][CH2:9][CH2:10]O)[CH2:6][CH2:5][CH2:4][CH2:3][CH2:2]1.C1(P(C2C=CC=CC=2)C2C=CC=CC=2)C=CC=CC=1.[Br:31]N1C(=O)CCC1=O, predict the reaction product. The product is: [Br:31][CH2:10][CH2:9][CH2:8][CH2:7][CH:1]1[CH2:6][CH2:5][CH2:4][CH2:3][CH2:2]1. (2) The product is: [Cl:1][C:2]1[CH:3]=[CH:4][C:5]([N+:12]([O-:14])=[O:13])=[C:6]2[C:11]=1[CH:10]=[N:9][CH:8]=[CH:7]2. Given the reactants [Cl:1][C:2]1[CH:3]=[CH:4][CH:5]=[C:6]2[C:11]=1[CH:10]=[N:9][CH:8]=[CH:7]2.[N+:12]([O-])([O-:14])=[O:13].[K+], predict the reaction product.